From a dataset of Catalyst prediction with 721,799 reactions and 888 catalyst types from USPTO. Predict which catalyst facilitates the given reaction. (1) Reactant: [Cl:1][C:2]1[N:3]=[C:4](Cl)[C:5]2[O:10][C:9]3[N:11]=[CH:12][CH:13]=[CH:14][C:8]=3[C:6]=2[N:7]=1.[NH:16]1[CH2:21][CH2:20][O:19][CH2:18][CH2:17]1. Product: [Cl:1][C:2]1[N:3]=[C:4]([N:16]2[CH2:21][CH2:20][O:19][CH2:18][CH2:17]2)[C:5]2[O:10][C:9]3[N:11]=[CH:12][CH:13]=[CH:14][C:8]=3[C:6]=2[N:7]=1. The catalyst class is: 5. (2) Reactant: [CH2:1]([NH:8][C:9]([N:11]1[CH:16]2[C@H:17]([CH3:41])[N:18]([CH2:30][C:31]3[CH:32]=[CH:33][CH:34]=[C:35]4[C:40]=3[N:39]=[CH:38][CH:37]=[CH:36]4)[C:19](=[O:29])[C@H:20]([CH2:21][C:22]3[CH:27]=[CH:26][C:25]([OH:28])=[CH:24][CH:23]=3)[N:15]2[C:14](=[O:42])[CH2:13][N:12]1[CH3:43])=[O:10])[C:2]1[CH:7]=[CH:6][CH:5]=[CH:4][CH:3]=1.C1COCC1.[C:49](Cl)(=[O:58])[CH2:50][CH2:51][CH2:52][CH2:53][CH2:54][CH2:55][CH2:56][CH3:57].C(N(CC)CC)C. The catalyst class is: 13. Product: [C:49]([O:28][C:25]1[CH:24]=[CH:23][C:22]([CH2:21][C@@H:20]2[N:15]3[CH:16]([N:11]([C:9](=[O:10])[NH:8][CH2:1][C:2]4[CH:3]=[CH:4][CH:5]=[CH:6][CH:7]=4)[N:12]([CH3:43])[CH2:13][C:14]3=[O:42])[C@H:17]([CH3:41])[N:18]([CH2:30][C:31]3[CH:32]=[CH:33][CH:34]=[C:35]4[C:40]=3[N:39]=[CH:38][CH:37]=[CH:36]4)[C:19]2=[O:29])=[CH:27][CH:26]=1)(=[O:58])[CH2:50][CH2:51][CH2:52][CH2:53][CH2:54][CH2:55][CH2:56][CH3:57]. (3) Reactant: CC([N:5]([C@H:9]([CH2:27][N:28]1[C:36](=[O:37])[C:35]2[C:30](=[CH:31][CH:32]=[CH:33][CH:34]=2)[C:29]1=[O:38])[CH2:10][C:11]1[CH:16]=[CH:15][C:14]([C:17]2[N:18]=[C:19]3[C:24]([Br:25])=[CH:23][CH:22]=[CH:21][N:20]3[CH:26]=2)=[CH:13][CH:12]=1)[C:6](=O)[O-:7])(C)C.Cl.C(N(C(C)C)CC)(C)C.[Cl:49][C:50]1[CH:51]=[C:52]([CH:67]=[CH:68][C:69]=1[O:70][CH:71]([CH3:73])[CH3:72])C(OC1C(F)=C(F)C(F)=C(F)C=1F)=O. Product: [Br:25][C:24]1[C:19]2[N:20]([CH:26]=[C:17]([C:14]3[CH:13]=[CH:12][C:11]([CH2:10][C@H:9]([NH:5][C:6](=[O:7])[C:52]4[CH:67]=[CH:68][C:69]([O:70][CH:71]([CH3:72])[CH3:73])=[C:50]([Cl:49])[CH:51]=4)[CH2:27][N:28]4[C:29](=[O:38])[C:30]5[C:35](=[CH:34][CH:33]=[CH:32][CH:31]=5)[C:36]4=[O:37])=[CH:16][CH:15]=3)[N:18]=2)[CH:21]=[CH:22][CH:23]=1. The catalyst class is: 155. (4) Reactant: [Cl:1][C:2]1[CH:7]=[CH:6][C:5]([C:8](=[NH:20])[NH:9][C:10]2[CH:15]=[CH:14][C:13]([S:16]([CH3:19])(=[O:18])=[O:17])=[CH:12][CH:11]=2)=[CH:4][CH:3]=1.C(=O)(O)[O-:22].[Na+].BrCC(=O)[CH2:29][C:30]1C=CC=C[C:31]=1[O:36][C:37]1[CH:42]=[CH:41][C:40]([Cl:43])=[CH:39][CH:38]=1. Product: [Cl:1][C:2]1[CH:3]=[CH:4][C:5]([C:8]2[N:9]([C:10]3[CH:15]=[CH:14][C:13]([S:16]([CH3:19])(=[O:17])=[O:18])=[CH:12][CH:11]=3)[CH2:29][C:30]([OH:22])([CH2:31][O:36][C:37]3[CH:42]=[CH:41][C:40]([Cl:43])=[CH:39][CH:38]=3)[N:20]=2)=[CH:6][CH:7]=1. The catalyst class is: 21. (5) Reactant: [CH3:1][C:2]1[C:6]([C:7]2[O:8][C:9]3[CH:15]=[CH:14][C:13]([CH2:16][C:17]([O:19]C)=[O:18])=[CH:12][C:10]=3[CH:11]=2)=[C:5]([CH3:21])[O:4][N:3]=1.[OH-].[Na+]. Product: [CH3:1][C:2]1[C:6]([C:7]2[O:8][C:9]3[CH:15]=[CH:14][C:13]([CH2:16][C:17]([OH:19])=[O:18])=[CH:12][C:10]=3[CH:11]=2)=[C:5]([CH3:21])[O:4][N:3]=1. The catalyst class is: 24.